This data is from Reaction yield outcomes from USPTO patents with 853,638 reactions. The task is: Predict the reaction yield, written as a fraction of the theoretical maximum amount of product (1.0 means a 100% yield; for example, 0.34 means a 34% yield). The reactants are [CH2:1]1[N:6]([CH2:7][C:8]([NH:10][CH:11]2[CH:16]3[CH2:17][C:18]4(O)[CH2:20][CH:12]2[CH2:13][CH:14]([CH2:19]4)[CH2:15]3)=[O:9])[CH2:5][CH2:4][N:3]([C:22]2[CH:27]=[CH:26][C:25]([C:28]([F:31])([F:30])[F:29])=[CH:24][N:23]=2)[CH2:2]1.C(N(S(F)(F)[F:38])CC)C. The catalyst is C(Cl)Cl. The product is [CH2:1]1[N:6]([CH2:7][C:8]([NH:10][CH:11]2[CH:16]3[CH2:17][C:18]4([F:38])[CH2:20][CH:12]2[CH2:13][CH:14]([CH2:19]4)[CH2:15]3)=[O:9])[CH2:5][CH2:4][N:3]([C:22]2[CH:27]=[CH:26][C:25]([C:28]([F:31])([F:30])[F:29])=[CH:24][N:23]=2)[CH2:2]1. The yield is 0.630.